Dataset: Catalyst prediction with 721,799 reactions and 888 catalyst types from USPTO. Task: Predict which catalyst facilitates the given reaction. (1) Reactant: CN([CH:4]=[C:5]1[C:10](=O)[CH2:9][CH2:8][N:7]([CH3:12])[CH2:6]1)C.Cl.[NH2:14][C:15](=[NH:29])[N:16]1[CH2:20][CH2:19][C@@H:18]([NH:21][C:22](=[O:28])[O:23][C:24]([CH3:27])([CH3:26])[CH3:25])[CH2:17]1.C[O-].[Na+]. Product: [CH3:12][N:7]1[CH2:8][CH2:9][C:10]2[N:29]=[C:15]([N:16]3[CH2:20][CH2:19][C@@H:18]([NH:21][C:22](=[O:28])[O:23][C:24]([CH3:26])([CH3:25])[CH3:27])[CH2:17]3)[N:14]=[CH:4][C:5]=2[CH2:6]1. The catalyst class is: 5. (2) Reactant: [CH2:1]([N:8]1[CH:12]=[C:11]([CH2:13][OH:14])[CH:10]=[N:9]1)[C:2]1[CH:7]=[CH:6][CH:5]=[CH:4][CH:3]=1.CC(OI1(OC(C)=O)(OC(C)=O)OC(=O)C2C=CC=CC1=2)=O. Product: [CH2:1]([N:8]1[CH:12]=[C:11]([CH:13]=[O:14])[CH:10]=[N:9]1)[C:2]1[CH:3]=[CH:4][CH:5]=[CH:6][CH:7]=1. The catalyst class is: 2. (3) Reactant: [C:1]([O:5][C:6]([N:8]([CH3:26])[CH:9]([CH2:13][CH2:14][N:15]1C(=O)C2C(=CC=CC=2)C1=O)[C:10]([OH:12])=[O:11])=[O:7])([CH3:4])([CH3:3])[CH3:2].O.NN. Product: [NH2:15][CH2:14][CH2:13][CH:9]([N:8]([C:6]([O:5][C:1]([CH3:4])([CH3:3])[CH3:2])=[O:7])[CH3:26])[C:10]([OH:12])=[O:11]. The catalyst class is: 8. (4) Reactant: [CH3:1][C:2]1[CH:3]=[C:4]([C:19]2[S:23][C:22]([C:24]3([C:34]([NH2:36])=[O:35])[CH2:33][CH2:32][C:27]4(OCC[O:28]4)[CH2:26][CH2:25]3)=[N:21][CH:20]=2)[CH:5]=[C:6]([NH:8][C:9]2[N:14]=[C:13]([C:15]([F:18])([F:17])[F:16])[CH:12]=[CH:11][N:10]=2)[CH:7]=1.Cl. Product: [CH3:1][C:2]1[CH:3]=[C:4]([C:19]2[S:23][C:22]([C:24]3([C:34]([NH2:36])=[O:35])[CH2:25][CH2:26][C:27](=[O:28])[CH2:32][CH2:33]3)=[N:21][CH:20]=2)[CH:5]=[C:6]([NH:8][C:9]2[N:14]=[C:13]([C:15]([F:16])([F:17])[F:18])[CH:12]=[CH:11][N:10]=2)[CH:7]=1. The catalyst class is: 554.